Dataset: Forward reaction prediction with 1.9M reactions from USPTO patents (1976-2016). Task: Predict the product of the given reaction. Given the reactants C(OCC)C.[F:6][C:7]([F:14])([C:10]([F:13])([F:12])[F:11])[CH2:8][OH:9].[F:15][C:16]([F:29])([F:28])[S:17](O[S:17]([C:16]([F:29])([F:28])[F:15])(=[O:19])=[O:18])(=[O:19])=[O:18].Cl, predict the reaction product. The product is: [F:15][C:16]([F:29])([F:28])[S:17]([O:9][CH2:8][C:7]([F:14])([F:6])[C:10]([F:13])([F:12])[F:11])(=[O:19])=[O:18].